Binary Classification. Given a drug SMILES string, predict its activity (active/inactive) in a high-throughput screening assay against a specified biological target. From a dataset of Kir2.1 potassium channel HTS with 301,493 compounds. (1) The drug is S1C(C(N2C1c1c(C2=O)cccc1)C(=O)NC(CCSC)C(=O)NCc1ccncc1)(C)C. The result is 0 (inactive). (2) The molecule is Clc1cc(C(=O)N2CCC3(Oc4c(C(=O)C3)cccc4)CC2)ccc1. The result is 0 (inactive). (3) The molecule is FC(F)c1n2ncc(c2nc(c1)c1ccccc1)C(=O)Nc1c(n(nc1C)C)C. The result is 0 (inactive). (4) The compound is Clc1c(Cn2ncc3c(NCC(C)C)ncnc23)cccc1. The result is 0 (inactive).